Predict the reactants needed to synthesize the given product. From a dataset of Full USPTO retrosynthesis dataset with 1.9M reactions from patents (1976-2016). (1) The reactants are: Cl.[NH:2]1[CH2:6][CH2:5][C@H:4]([NH:7][C:8]([C:10]2[C:14]3[N:15]=[CH:16][N:17]=[C:18]([C:19]4[C:27]5[O:26][CH2:25][O:24][C:23]=5[CH:22]=[CH:21][C:20]=4[O:28][CH2:29][CH:30]4[CH2:32][CH2:31]4)[C:13]=3[NH:12][CH:11]=2)=[O:9])[CH2:3]1.[CH3:33][O:34][CH2:35][C:36](Cl)=[O:37]. Given the product [CH3:33][O:34][CH2:35][C:36]([N:2]1[CH2:6][CH2:5][C@H:4]([NH:7][C:8]([C:10]2[C:14]3[N:15]=[CH:16][N:17]=[C:18]([C:19]4[C:27]5[O:26][CH2:25][O:24][C:23]=5[CH:22]=[CH:21][C:20]=4[O:28][CH2:29][CH:30]4[CH2:32][CH2:31]4)[C:13]=3[NH:12][CH:11]=2)=[O:9])[CH2:3]1)=[O:37], predict the reactants needed to synthesize it. (2) Given the product [C:5]([C:4]1[CH:7]=[C:8]([F:11])[C:9]([N:33]2[CH2:34][CH2:35][CH:30]([CH2:29][N:28]([C@@H:42]([C:44]3[C:53]4[C:48](=[CH:49][CH:50]=[CH:51][CH:52]=4)[CH:47]=[CH:46][CH:45]=3)[CH3:43])[C:27](=[O:54])[O:26][C:22]([CH3:23])([CH3:24])[CH3:25])[CH:31]([C:36]3[CH:37]=[CH:38][CH:39]=[CH:40][CH:41]=3)[CH2:32]2)=[C:2]([F:1])[CH:3]=1)#[N:6], predict the reactants needed to synthesize it. The reactants are: [F:1][C:2]1[CH:3]=[C:4]([CH:7]=[C:8]([F:11])[C:9]=1F)[C:5]#[N:6].C(=O)([O-])[O-].[K+].[K+].CS(C)=O.[C:22]([O:26][C:27](=[O:54])[N:28]([C@@H:42]([C:44]1[C:53]2[C:48](=[CH:49][CH:50]=[CH:51][CH:52]=2)[CH:47]=[CH:46][CH:45]=1)[CH3:43])[CH2:29][CH:30]1[CH2:35][CH2:34][NH:33][CH2:32][CH:31]1[C:36]1[CH:41]=[CH:40][CH:39]=[CH:38][CH:37]=1)([CH3:25])([CH3:24])[CH3:23]. (3) Given the product [NH2:4][C:5]([C:10]1[CH:15]=[CH:14][CH:13]=[C:12]([Br:16])[CH:11]=1)([CH3:9])[CH2:6][OH:7], predict the reactants needed to synthesize it. The reactants are: [BH4-].[Na+].Cl.[NH2:4][C:5]([C:10]1[CH:15]=[CH:14][CH:13]=[C:12]([Br:16])[CH:11]=1)([CH3:9])[C:6](O)=[O:7].B(F)(F)F.O(CC)CC. (4) Given the product [Cl:19][C:20]1[CH:21]=[C:22]([N:27]2[CH2:32][CH2:31][N:30]([CH2:2][CH2:3][CH2:4][CH2:5][C:6]3([CH2:17][CH3:18])[C:14]4[C:9](=[CH:10][CH:11]=[C:12]([F:15])[CH:13]=4)[NH:8][C:7]3=[O:16])[CH2:29][CH2:28]2)[CH:23]=[CH:24][C:25]=1[Cl:26], predict the reactants needed to synthesize it. The reactants are: Cl[CH2:2][CH2:3][CH2:4][CH2:5][C:6]1([CH2:17][CH3:18])[C:14]2[C:9](=[CH:10][CH:11]=[C:12]([F:15])[CH:13]=2)[NH:8][C:7]1=[O:16].[Cl:19][C:20]1[CH:21]=[C:22]([N:27]2[CH2:32][CH2:31][NH:30][CH2:29][CH2:28]2)[CH:23]=[CH:24][C:25]=1[Cl:26]. (5) Given the product [CH:9]1([CH:14]([C:35]2[CH:40]=[CH:39][C:38]([CH:3]=[C:2]([F:7])[F:6])=[CH:37][CH:36]=2)[C:15]([NH:17][C:18]2[CH:19]=[C:20]([CH:32]=[CH:33][CH:34]=2)[CH2:21][C:22]2([C:25]([O:27][C:28]([CH3:30])([CH3:31])[CH3:29])=[O:26])[CH2:23][CH2:24]2)=[O:16])[CH2:13][CH2:12][CH2:11][CH2:10]1, predict the reactants needed to synthesize it. The reactants are: Cl[C:2]([F:7])([F:6])[C:3]([O-])=O.[Na+].[CH:9]1([CH:14]([C:35]2[CH:40]=[CH:39][C:38](C=O)=[CH:37][CH:36]=2)[C:15]([NH:17][C:18]2[CH:19]=[C:20]([CH:32]=[CH:33][CH:34]=2)[CH2:21][C:22]2([C:25]([O:27][C:28]([CH3:31])([CH3:30])[CH3:29])=[O:26])[CH2:24][CH2:23]2)=[O:16])[CH2:13][CH2:12][CH2:11][CH2:10]1.C1(P(C2C=CC=CC=2)C2C=CC=CC=2)C=CC=CC=1.O. (6) Given the product [Cl:15][C:16]1[CH:17]=[N:18][CH:19]=[C:20]([Cl:40])[C:21]=1[NH:22][C:23]([C:25]1[C:26]2[N:27]([N:33]=[C:34]([C:36]([F:38])([F:37])[F:39])[C:35]=2[OH:12])[C:28]([O:31][CH3:32])=[CH:29][CH:30]=1)=[O:24], predict the reactants needed to synthesize it. The reactants are: ClCCl.ClC1C=CC=C(C(OO)=[O:12])C=1.[Cl:15][C:16]1[CH:17]=[N:18][CH:19]=[C:20]([Cl:40])[C:21]=1[NH:22][C:23]([C:25]1[C:26]2[N:27]([N:33]=[C:34]([C:36]([F:39])([F:38])[F:37])[CH:35]=2)[C:28]([O:31][CH3:32])=[CH:29][CH:30]=1)=[O:24].C(=O)([O-])[O-].[K+].[K+].